Dataset: Peptide-MHC class I binding affinity with 185,985 pairs from IEDB/IMGT. Task: Regression. Given a peptide amino acid sequence and an MHC pseudo amino acid sequence, predict their binding affinity value. This is MHC class I binding data. (1) The peptide sequence is YHSNVKEL. The MHC is Patr-A0701 with pseudo-sequence Patr-A0701. The binding affinity (normalized) is 0. (2) The peptide sequence is AYSSWMYSY. The MHC is HLA-A23:01 with pseudo-sequence HLA-A23:01. The binding affinity (normalized) is 0.494. (3) The peptide sequence is SPRSRNRSF. The MHC is HLA-B46:01 with pseudo-sequence HLA-B46:01. The binding affinity (normalized) is 0.0847. (4) The peptide sequence is ELIKELPGY. The MHC is HLA-B15:09 with pseudo-sequence HLA-B15:09. The binding affinity (normalized) is 0.0847.